Task: Predict the product of the given reaction.. Dataset: Forward reaction prediction with 1.9M reactions from USPTO patents (1976-2016) (1) Given the reactants C[O:2][C:3]1[CH:8]=[CH:7][C:6]([C:9]([CH3:29])([CH3:28])[C:10]([C:12]2[S:13][C:14]([C:18]3[CH:23]=[CH:22][C:21]([C:24]([F:27])([F:26])[F:25])=[CH:20][CH:19]=3)=[CH:15][C:16]=2[CH3:17])=[O:11])=[CH:5][C:4]=1[CH3:30].Cl.N1C=CC=CC=1.O, predict the reaction product. The product is: [OH:2][C:3]1[CH:8]=[CH:7][C:6]([C:9]([CH3:28])([CH3:29])[C:10]([C:12]2[S:13][C:14]([C:18]3[CH:23]=[CH:22][C:21]([C:24]([F:27])([F:25])[F:26])=[CH:20][CH:19]=3)=[CH:15][C:16]=2[CH3:17])=[O:11])=[CH:5][C:4]=1[CH3:30]. (2) Given the reactants [CH2:1]([N:12]1[C:20](=[O:21])[C:19]2[C:14](=[CH:15][CH:16]=[CH:17][CH:18]=2)[C:13]1=[O:22])[CH2:2][CH2:3][CH2:4][CH2:5][CH2:6][CH2:7][CH2:8]CC=C.[Mn]([O-])(=O)(=O)=O.[K+].S(=O)(O)[O-].[Na+].[C:34]([OH:37])(=[O:36])[CH3:35], predict the reaction product. The product is: [O:22]=[C:13]1[C:14]2[C:19](=[CH:18][CH:17]=[CH:16][CH:15]=2)[C:20](=[O:21])[N:12]1[CH2:1][CH2:2][CH2:3][CH2:4][CH2:5][CH2:6][CH2:7][CH2:8][CH2:35][C:34]([OH:37])=[O:36]. (3) Given the reactants [Cl:1][C:2]1[CH:7]=[CH:6][C:5]([C:8]2[N:9]=[C:10]3[CH:15]=[C:14]([CH3:16])[CH:13]=[CH:12][N:11]3[C:17]=2[CH2:18][C:19](O)=[O:20])=[CH:4][CH:3]=1.[N:22]1[CH:27]=[CH:26][CH:25]=[CH:24][C:23]=1[CH2:28][NH:29][CH2:30][CH2:31][O:32][CH3:33], predict the reaction product. The product is: [ClH:1].[CH3:33][O:32][CH2:31][CH2:30][N:29]([CH2:28][C:23]1[CH:24]=[CH:25][CH:26]=[CH:27][N:22]=1)[C:19](=[O:20])[CH2:18][C:17]1[N:11]2[CH:12]=[CH:13][C:14]([CH3:16])=[CH:15][C:10]2=[N:9][C:8]=1[C:5]1[CH:4]=[CH:3][C:2]([Cl:1])=[CH:7][CH:6]=1. (4) Given the reactants Br[C:2]1[C:11]2[O:10][CH:9]([CH3:12])[C:8](=[O:13])[NH:7][C:6]=2[CH:5]=[CH:4][CH:3]=1.[CH3:14][C:15]1[CH:20]=[C:19]([CH3:21])[CH:18]=[CH:17][C:16]=1B(O)O.C(=O)([O-])[O-].[Na+].[Na+], predict the reaction product. The product is: [CH3:14][C:15]1[CH:20]=[C:19]([CH3:21])[CH:18]=[CH:17][C:16]=1[C:2]1[C:11]2[O:10][CH:9]([CH3:12])[C:8](=[O:13])[NH:7][C:6]=2[CH:5]=[CH:4][CH:3]=1. (5) Given the reactants [NH2:1][C:2]1[C:11]2[C:6](=[C:7](Br)[CH:8]=[CH:9][CH:10]=2)[N:5]=[N:4][C:3]=1[C:13]([NH:15][CH2:16][CH2:17][CH3:18])=[O:14].[Cl:19][C:20]1[CH:21]=[C:22](B(O)O)[CH:23]=[N:24][C:25]=1[O:26][CH3:27], predict the reaction product. The product is: [NH2:1][C:2]1[C:11]2[C:6](=[C:7]([C:22]3[CH:23]=[N:24][C:25]([O:26][CH3:27])=[C:20]([Cl:19])[CH:21]=3)[CH:8]=[CH:9][CH:10]=2)[N:5]=[N:4][C:3]=1[C:13]([NH:15][CH2:16][CH2:17][CH3:18])=[O:14]. (6) The product is: [C:21]([N:1]1[C:9]2[CH:8]=[CH:7][CH:6]=[C:5]3[CH2:10][CH2:11][N:12]([C:14]([O:16][C:17]([CH3:20])([CH3:19])[CH3:18])=[O:15])[CH2:13][CH:3]([C:4]=23)[CH2:2]1)(=[O:23])[CH3:22]. Given the reactants [NH:1]1[C:9]2[CH:8]=[CH:7][CH:6]=[C:5]3[CH2:10][CH2:11][N:12]([C:14]([O:16][C:17]([CH3:20])([CH3:19])[CH3:18])=[O:15])[CH2:13][CH:3]([C:4]=23)[CH2:2]1.[C:21](Cl)(=[O:23])[CH3:22].CC(N(C)C)=O, predict the reaction product.